From a dataset of Forward reaction prediction with 1.9M reactions from USPTO patents (1976-2016). Predict the product of the given reaction. (1) Given the reactants [CH:1]1[C:6]([CH:7]=O)=[CH:5][C:4]2[O:9][CH2:10][O:11][C:3]=2[CH:2]=1.[CH3:12][C:13]([C:15]1[CH:20]=[C:19]([O:21][CH3:22])[C:18]([O:23][CH3:24])=[C:17]([O:25][CH3:26])[CH:16]=1)=[O:14].[OH-].[Na+], predict the reaction product. The product is: [CH2:10]1[O:11][C:3]2[CH:2]=[CH:1][C:6](/[CH:7]=[CH:12]/[C:13]([C:15]3[CH:16]=[C:17]([O:25][CH3:26])[C:18]([O:23][CH3:24])=[C:19]([O:21][CH3:22])[CH:20]=3)=[O:14])=[CH:5][C:4]=2[O:9]1. (2) Given the reactants [NH2:1][C:2]1[CH:7]=[CH:6][CH:5]=[CH:4][C:3]=1[NH:8][C:9](=[O:26])[C:10]1[C:15]([NH:16][C:17]2[CH:22]=[CH:21][C:20]([I:23])=[CH:19][C:18]=2[F:24])=[CH:14][N:13]=[CH:12][C:11]=1[F:25].C[Si](C)(C)N[Si](C)(C)C.[O:36]1CC[CH2:38][CH2:37]1, predict the reaction product. The product is: [C:37]([NH:1][C:2]1[CH:7]=[CH:6][CH:5]=[CH:4][C:3]=1[NH:8][C:9](=[O:26])[C:10]1[C:15]([NH:16][C:17]2[CH:22]=[CH:21][C:20]([I:23])=[CH:19][C:18]=2[F:24])=[CH:14][N:13]=[CH:12][C:11]=1[F:25])(=[O:36])[CH3:38].